Predict the product of the given reaction. From a dataset of Forward reaction prediction with 1.9M reactions from USPTO patents (1976-2016). The product is: [N+:1]([C:4]1[S:8][C:7]([C:9]([OH:13])=[O:10])=[CH:6][CH:5]=1)([O-:3])=[O:2]. Given the reactants [N+:1]([C:4]1[S:8][C:7]([CH:9]=[O:10])=[CH:6][CH:5]=1)([O-:3])=[O:2].CC(C)=[O:13].OS(O)(=O)=O.O=[Cr](=O)=O.C(O)(C)C.O, predict the reaction product.